Dataset: Catalyst prediction with 721,799 reactions and 888 catalyst types from USPTO. Task: Predict which catalyst facilitates the given reaction. (1) Product: [Cl:1][C:2]1[S:6][C:5]([C:7]([NH:16][C@@H:17]([CH2:30][C:31]2[CH:36]=[CH:35][CH:34]=[C:33]([C:37]([F:40])([F:38])[F:39])[CH:32]=2)[CH2:18][N:19]2[C:20](=[O:29])[C:21]3[C:26](=[CH:25][CH:24]=[CH:23][CH:22]=3)[C:27]2=[O:28])=[O:9])=[CH:4][C:3]=1[C:10]1[N:14]([CH3:15])[N:13]=[CH:12][CH:11]=1. Reactant: [Cl:1][C:2]1[S:6][C:5]([C:7]([OH:9])=O)=[CH:4][C:3]=1[C:10]1[N:14]([CH3:15])[N:13]=[CH:12][CH:11]=1.[NH2:16][C@@H:17]([CH2:30][C:31]1[CH:36]=[CH:35][CH:34]=[C:33]([C:37]([F:40])([F:39])[F:38])[CH:32]=1)[CH2:18][N:19]1[C:27](=[O:28])[C:26]2[C:21](=[CH:22][CH:23]=[CH:24][CH:25]=2)[C:20]1=[O:29].C1CN([P+](Br)(N2CCCC2)N2CCCC2)CC1.F[P-](F)(F)(F)(F)F.CCN(C(C)C)C(C)C. The catalyst class is: 22. (2) Reactant: [NH:1]1[C:9]2[C:4](=[N:5][C:6]([C:10](=[O:12])[CH3:11])=[CH:7][CH:8]=2)[CH:3]=[CH:2]1.C1C(=O)N([Cl:20])C(=O)C1. Product: [Cl:20][C:3]1[C:4]2=[N:5][C:6]([C:10](=[O:12])[CH3:11])=[CH:7][CH:8]=[C:9]2[NH:1][CH:2]=1. The catalyst class is: 31.